Dataset: Reaction yield outcomes from USPTO patents with 853,638 reactions. Task: Predict the reaction yield, written as a fraction of the theoretical maximum amount of product (1.0 means a 100% yield; for example, 0.34 means a 34% yield). (1) The reactants are [C:1]([C:5]1[N:9]([CH2:10][CH:11]2[CH2:16][CH2:15][O:14][CH2:13][CH2:12]2)[C:8]2[CH:17]=[CH:18][C:19]([S:21]([N:24]3[CH2:27][CH:26]([NH:28]C(=O)OC(C)(C)C)[CH2:25]3)(=[O:23])=[O:22])=[CH:20][C:7]=2[N:6]=1)([CH3:4])([CH3:3])[CH3:2].C(O)(C(F)(F)F)=O. The catalyst is C(Cl)Cl. The product is [C:1]([C:5]1[N:9]([CH2:10][CH:11]2[CH2:16][CH2:15][O:14][CH2:13][CH2:12]2)[C:8]2[CH:17]=[CH:18][C:19]([S:21]([N:24]3[CH2:25][CH:26]([NH2:28])[CH2:27]3)(=[O:23])=[O:22])=[CH:20][C:7]=2[N:6]=1)([CH3:4])([CH3:2])[CH3:3]. The yield is 0.860. (2) The reactants are [CH2:1]([N:8]1[CH2:13][CH2:12][CH2:11][CH:10]([C:14]2[N:15]=[N:16][N:17]3[C:22]=2[C:21]2[CH:23]=[CH:24][N:25](COCC[Si](C)(C)C)[C:20]=2[N:19]=[CH:18]3)[CH2:9]1)[C:2]1[CH:7]=[CH:6][CH:5]=[CH:4][CH:3]=1.B(F)(F)F.CCOCC.C([O-])([O-])=O.[Na+].[Na+]. The catalyst is C(Cl)Cl. The product is [CH2:1]([N:8]1[CH2:13][CH2:12][CH2:11][CH:10]([C:14]2[N:15]=[N:16][N:17]3[C:22]=2[C:21]2[CH:23]=[CH:24][NH:25][C:20]=2[N:19]=[CH:18]3)[CH2:9]1)[C:2]1[CH:7]=[CH:6][CH:5]=[CH:4][CH:3]=1. The yield is 0.230. (3) The reactants are C(N(CC)CC)C.C(Cl)(Cl)Cl.[NH2:12][C:13]1[C:14]([S:20][CH3:21])=[N:15][C:16]([CH3:19])=[CH:17][CH:18]=1.[Br:22][CH2:23][CH2:24][CH2:25][CH2:26][CH2:27][CH2:28][CH2:29][CH2:30][CH2:31]Cl.[OH2:33]. No catalyst specified. The product is [Br:22][CH2:23][CH2:24][CH2:25][CH2:26][CH2:27][CH2:28][CH2:29][CH2:30][C:31]([NH:12][C:13]1[C:14]([S:20][CH3:21])=[N:15][C:16]([CH3:19])=[CH:17][CH:18]=1)=[O:33]. The yield is 0.270. (4) The reactants are CO[C:3]([C:5]1[N:6]([CH2:31][CH:32]=[O:33])[CH:7]=[C:8]([C:20](=[O:30])[NH:21][CH2:22][C:23]2[CH:28]=[CH:27][C:26]([F:29])=[CH:25][CH:24]=2)[C:9](=[O:19])[C:10]=1[O:11][CH2:12][C:13]1[CH:18]=[CH:17][CH:16]=[CH:15][CH:14]=1)=[O:4].[NH2:34][C@H:35]([CH2:40]O)[C:36]([CH3:39])([CH3:38])[CH3:37].C(O)(=O)C. The catalyst is ClCCl. The product is [CH3:37][C:36]([C@@H:35]1[N:34]2[C:3](=[O:4])[C:5]3[N:6]([CH:7]=[C:8]([C:20]([NH:21][CH2:22][C:23]4[CH:28]=[CH:27][C:26]([F:29])=[CH:25][CH:24]=4)=[O:30])[C:9](=[O:19])[C:10]=3[O:11][CH2:12][C:13]3[CH:18]=[CH:17][CH:16]=[CH:15][CH:14]=3)[CH2:31][C@H:32]2[O:33][CH2:40]1)([CH3:39])[CH3:38]. The yield is 0.850. (5) The yield is 0.910. The product is [F:27][C:24]1[CH:25]=[CH:26][C:21]([CH2:20][O:19][C:16]2[CH:15]=[CH:14][C:13]([C:9]3[C:8]([NH2:7])=[CH:12][O:11][N:10]=3)=[CH:18][CH:17]=2)=[CH:22][CH:23]=1. The reactants are C(OC(=O)[NH:7][C:8]1[C:9]([C:13]2[CH:18]=[CH:17][C:16]([O:19][CH2:20][C:21]3[CH:26]=[CH:25][C:24]([F:27])=[CH:23][CH:22]=3)=[CH:15][CH:14]=2)=[N:10][O:11][CH:12]=1)(C)(C)C.Cl.O1CCOCC1.C(OCC)C. The catalyst is O1CCOCC1.